Dataset: Full USPTO retrosynthesis dataset with 1.9M reactions from patents (1976-2016). Task: Predict the reactants needed to synthesize the given product. (1) Given the product [F:20][C:21]1[CH:26]=[CH:25][C:24]([C:2]2[CH:3]=[N:4][C:5]3[N:6]([CH:8]=[C:9]([CH2:11][O:12][C:13]4[CH:14]=[N:15][CH:16]=[C:17]([Cl:19])[CH:18]=4)[N:10]=3)[CH:7]=2)=[C:23]([CH3:30])[CH:22]=1, predict the reactants needed to synthesize it. The reactants are: Br[C:2]1[CH:3]=[N:4][C:5]2[N:6]([CH:8]=[C:9]([CH2:11][O:12][C:13]3[CH:14]=[N:15][CH:16]=[C:17]([Cl:19])[CH:18]=3)[N:10]=2)[CH:7]=1.[F:20][C:21]1[CH:26]=[CH:25][C:24](B(O)O)=[C:23]([CH3:30])[CH:22]=1. (2) Given the product [Cl:10][C:9]1[C:4]([C:3]([OH:12])=[O:2])=[CH:5][N:6]=[C:7]([Cl:11])[CH:8]=1, predict the reactants needed to synthesize it. The reactants are: C[O:2][C:3](=[O:12])[C:4]1[C:9]([Cl:10])=[CH:8][C:7]([Cl:11])=[N:6][CH:5]=1.[Li+].[OH-].